Dataset: Full USPTO retrosynthesis dataset with 1.9M reactions from patents (1976-2016). Task: Predict the reactants needed to synthesize the given product. (1) Given the product [N:1]1([C:5]2([C:16]3[S:17][CH:18]=[CH:19][CH:20]=3)[CH2:6][CH2:7][C:8]3([CH2:12][CH2:11][NH:10][CH2:9]3)[CH2:14][CH2:15]2)[CH2:2][CH2:3][CH2:4]1, predict the reactants needed to synthesize it. The reactants are: [N:1]1([C:5]2([C:16]3[S:17][CH:18]=[CH:19][CH:20]=3)[CH2:15][CH2:14][C:8]3([CH2:12][C:11](=O)[NH:10][CH2:9]3)[CH2:7][CH2:6]2)[CH2:4][CH2:3][CH2:2]1.[H-].[Al+3].[Li+].[H-].[H-].[H-].O.[OH-].[Na+]. (2) Given the product [C:9]([C:8]([NH:7][C:16](=[O:17])[O:18][CH2:19][C:20]1[CH:25]=[CH:24][CH:23]=[CH:22][CH:21]=1)([CH2:11][CH2:12][CH3:13])[CH3:14])#[N:10], predict the reactants needed to synthesize it. The reactants are: C(=O)([O-])[O-].[K+].[K+].[NH2:7][C:8]([CH3:14])([CH2:11][CH2:12][CH3:13])[C:9]#[N:10].Cl[C:16]([O:18][CH2:19][C:20]1[CH:25]=[CH:24][CH:23]=[CH:22][CH:21]=1)=[O:17]. (3) Given the product [CH2:32]([C:4]1([C:7]([O:9][CH2:10][CH3:11])=[O:8])[CH2:3][CH2:2][N:1]([C:12]([O:14][C:15]([CH3:17])([CH3:16])[CH3:18])=[O:13])[CH2:6][CH2:5]1)[CH:31]=[CH2:30], predict the reactants needed to synthesize it. The reactants are: [N:1]1([C:12]([O:14][C:15]([CH3:18])([CH3:17])[CH3:16])=[O:13])[CH2:6][CH2:5][CH:4]([C:7]([O:9][CH2:10][CH3:11])=[O:8])[CH2:3][CH2:2]1.C[Si](C)(C)[N-][Si](C)(C)C.[K+].Br[CH2:30][CH:31]=[CH2:32].[Cl-].[NH4+]. (4) Given the product [Cl:1][CH2:2][C:3]1[C:4](=[O:14])[C:5]([CH3:13])=[C:6]([CH3:12])[C:7](=[O:10])[C:8]=1[CH3:9], predict the reactants needed to synthesize it. The reactants are: [Cl:1][CH2:2][C:3]1[C:8]([CH3:9])=[C:7]([O:10]C)[C:6]([CH3:12])=[C:5]([CH3:13])[C:4]=1[O:14]C.C(#N)C.O=[N+]([O-])[O-].[O-][N+](=O)[O-].[O-][N+](=O)[O-].[O-][N+](=O)[O-].[O-][N+](=O)[O-].[O-][N+](=O)[O-].[Ce+4].[NH4+].[NH4+]. (5) The reactants are: [CH2:1]([N:3]([CH2:37][CH3:38])[CH2:4][CH2:5][CH2:6][NH:7][C:8]1[N:9]=[C:10]([C:27]2[CH:28]=[C:29]([CH:33]=[CH:34][C:35]=2[CH3:36])[C:30](O)=[O:31])[C:11]2[CH:17]=[CH:16][C:15](=[O:18])[N:14]([C:19]3[C:24]([F:25])=[CH:23][CH:22]=[CH:21][C:20]=3[F:26])[C:12]=2[N:13]=1)[CH3:2].CN(C(ON1N=NC2C=CC=CC1=2)=[N+](C)C)C.F[P-](F)(F)(F)(F)F.C(N(CC)CC)C.[CH3:70][CH:71]([CH3:75])[C@@H:72]([NH2:74])[CH3:73]. Given the product [CH2:37]([N:3]([CH2:1][CH3:2])[CH2:4][CH2:5][CH2:6][NH:7][C:8]1[N:9]=[C:10]([C:27]2[CH:28]=[C:29]([CH:33]=[CH:34][C:35]=2[CH3:36])[C:30]([NH:74][C@@H:72]([CH3:73])[CH:71]([CH3:75])[CH3:70])=[O:31])[C:11]2[CH:17]=[CH:16][C:15](=[O:18])[N:14]([C:19]3[C:24]([F:25])=[CH:23][CH:22]=[CH:21][C:20]=3[F:26])[C:12]=2[N:13]=1)[CH3:38], predict the reactants needed to synthesize it. (6) Given the product [OH:13][C:14]([CH3:53])([CH3:54])[CH2:15][N:16]1[CH:24]=[C:23]2[C:18]([CH2:19][CH2:20][CH:21]([N:25]3[C:30](=[O:31])[C:29]([CH2:32][C:33]4[CH:38]=[CH:37][C:36]([C:39]5[CH:44]=[CH:43][CH:42]=[CH:41][C:40]=5[C:45]5[NH:3][C:4](=[O:7])[O:5][N:46]=5)=[CH:35][CH:34]=4)=[C:28]([CH2:47][CH2:48][CH3:49])[N:27]4[N:50]=[CH:51][N:52]=[C:26]34)[CH2:22]2)=[N:17]1, predict the reactants needed to synthesize it. The reactants are: [Cl-].O[NH3+:3].[C:4](=[O:7])([O-])[OH:5].[Na+].CS(C)=O.[OH:13][C:14]([CH3:54])([CH3:53])[CH2:15][N:16]1[CH:24]=[C:23]2[C:18]([CH2:19][CH2:20][CH:21]([N:25]3[C:30](=[O:31])[C:29]([CH2:32][C:33]4[CH:38]=[CH:37][C:36]([C:39]5[C:40]([C:45]#[N:46])=[CH:41][CH:42]=[CH:43][CH:44]=5)=[CH:35][CH:34]=4)=[C:28]([CH2:47][CH2:48][CH3:49])[N:27]4[N:50]=[CH:51][N:52]=[C:26]34)[CH2:22]2)=[N:17]1. (7) Given the product [CH3:1][O:2][CH:3]1[CH:8]([NH:9][C:10](=[O:11])[C:12]2[CH:17]=[CH:16][CH:15]=[CH:14][CH:13]=2)[CH2:7][CH2:6][NH:5][CH2:4]1, predict the reactants needed to synthesize it. The reactants are: [CH3:1][O:2][CH:3]1[CH:8]([NH:9][C:10]([C:12]2[CH:17]=[CH:16][CH:15]=[CH:14][CH:13]=2)=[O:11])[CH2:7][CH2:6][N:5](C(OC(C)(C)C)=O)[CH2:4]1.[OH-].[Na+]. (8) Given the product [NH2:9][C:4]1[CH:3]=[C:2]([C:18]2[CH:30]=[CH:29][C:21]3[N:22]=[C:23]([NH:25][C:26](=[O:28])[CH3:27])[S:24][C:20]=3[CH:19]=2)[CH:7]=[N:6][C:5]=1[CH3:8], predict the reactants needed to synthesize it. The reactants are: Br[C:2]1[CH:3]=[C:4]([NH2:9])[C:5]([CH3:8])=[N:6][CH:7]=1.CC1(C)C(C)(C)OB([C:18]2[CH:30]=[CH:29][C:21]3[N:22]=[C:23]([NH:25][C:26](=[O:28])[CH3:27])[S:24][C:20]=3[CH:19]=2)O1.C(=O)([O-])[O-].[K+].[K+]. (9) Given the product [Br:1][C:2]1[CH:3]=[C:4]([C:5](=[O:6])[CH3:20])[CH:11]=[C:12]([S:14]([F:19])([F:18])([F:17])([F:16])[F:15])[CH:13]=1, predict the reactants needed to synthesize it. The reactants are: [Br:1][C:2]1[CH:3]=[C:4]([CH:11]=[C:12]([S:14]([F:19])([F:18])([F:17])([F:16])[F:15])[CH:13]=1)[C:5](N(OC)C)=[O:6].[CH3:20]OC1C=C(C(=O)C)C=C(S(F)(F)(F)(F)F)C=1.